From a dataset of hERG Central: cardiac toxicity at 1µM, 10µM, and general inhibition. Predict hERG channel inhibition at various concentrations. The compound is OCCC1CN(Cc2cnc(-c3ccccc3)s2)CCN1Cc1ccccc1. Results: hERG_inhib (hERG inhibition (general)): blocker.